Dataset: Drug-target binding data from BindingDB using IC50 measurements. Task: Regression. Given a target protein amino acid sequence and a drug SMILES string, predict the binding affinity score between them. We predict pIC50 (pIC50 = -log10(IC50 in M); higher means more potent). Dataset: bindingdb_ic50. (1) The small molecule is O=C(OCc1ccccc1)C1(Cc2ccccc2)CCCN1. The target protein (Q63633) has sequence MSRRFTVTSLPPAASAASADPESRRHSVADPRRLPREDVKGDGNPKESSPFINSTDTEKGREYDGRNMALFEEEMDTSPMVSSLLSGLANYTNLPQGSKEHEEAENNEGGKKKPVQAPRMGTFMGVYLPCLQNIFGVILFLRLTWVVGIAGIMESFCMVFICCSCTMLTAISMSAIATNGVVPAGGSYYMISRSLGPEFGGAVGLCFYLGTTFAGAMYILGTIEILLAYLFPAMAIFKAEDASGEAAAMLNNMRVYGTCVLTCMATVVFVGVKYVNKFALVFLGCVILSILAIYAGVIKSAFDPPNFPICLLGNRTLSRHGFDVCAKLAWEGNETVTTRLWGLFCSSRLLNATCDEYFTRNNVTEIQGIPGAASGLIKENLWSSYLTKGVIVERRGMPSVGLADGTPVDMDHPYVFSDMTSYFTLLVGIYFPSVTGIMAGSNRSGDLRDAQKSIPTGTILAIATTSAVYISSVVLFGACIEGVVLRDKFGEAVNGNLVVG.... The pIC50 is 4.0. (2) The small molecule is Cc1nnn2c1-c1ccc(C(=O)N[C@@H](C)c3ccccc3)cc1N(c1ccc(Cl)cc1)CC2. The target protein sequence is WKHQFAWPFYQPVDAIKLNLPDYHKIIKNPMDMGTIKKRLENNYYWSASECMQDFNTMFTNCYIYNKPTDDIV. The pIC50 is 7.0. (3) The drug is Nc1nc(N)c2cc(CNc3cc(Cl)c(Cl)c(Cl)c3)cnc2n1. The target protein (P0ABQ4) has sequence MISLIAALAVDRVIGMENAMPWNLPADLAWFKRNTLNKPVIMGRHTWESIGRPLPGRKNIILSSQPGTDDRVTWVKSVDEAIAACGDVPEIMVIGGGRVYEQFLPKAQKLYLTHIDAEVEGDTHFPDYEPDDWESVFSEFHDADAQNSHSYCFEILERR. The pIC50 is 6.5. (4) The compound is CC(C)(C)n1nc(-c2cnc3cc(OCC4CC4)ccc3c2)c(C(N)=O)c1N. The target protein sequence is MGNTAVGNTGTRLRAPVDAVVNTTNKKAPVSEKPSQPQIPNKTSDVKKGGTMGGERGSVTTGMFVQSGSGTFAERYNIVCMLGKGSFGEVLKCKDRITQQEYAVKVINKASAKNKDTSTILREVELLKKLDHPNIMKLFEILEDSSSFYIVGELYTGGELFDEIIKRKRFSEHDAARIIKQVFSGITYMHKHNIVHRDLKPENILLESKEKDCDIKIIDFGLSTCFQQNTKMKDRIGTAYYIAPEVLRGTYDEKCDVWSAGVILYILLSGTPPFYGKNEYDILKRVETGKYAFDLPQWRTISDDAKDLIRKMLTFHPSLRITATQCLEHPWIQKYSSETPTISDLPSLESAMTNIRQFQAEKKLAQAALLYMASKLTTLDETKQLTEIFRKLDTNNDGMLDRDELVRGYHEFMRLKGVDSNSLIQNEGSTIEDQIDSLMPLLDMDGSGSIEYSEFIASAIDRTILLSRERMERAFKMFDKDGSGKISTKELFKLFSQADS.... The pIC50 is 8.5. (5) The drug is COc1cccc(-c2nnc(C3CCN(C(=O)CCCc4nc5ccccc5c(=O)[nH]4)CC3)o2)c1. The target protein sequence is SGTILIDLSPDDKEFQSVEEEMQSTVREHRDGGHAGGIFNRYNILKIQKVCNKKLWERYTHRRKEVSEENHNHANERMLFHGSPFVNAIIHKGFDERHAYIGGMFGAGIYFAENSSKSNQYVYGIGGGTGCPVHKDRSCYICHRQLLFCRVTLGKSFLQFSAMKMAHSPPGHHSVTGRPSVNGLALAEYVIYRGEQAYPEYLITYQIMRPEG. The pIC50 is 8.3.